From a dataset of Forward reaction prediction with 1.9M reactions from USPTO patents (1976-2016). Predict the product of the given reaction. (1) The product is: [Cl:3][C:4]1[N:5]=[C:6]([N:22]2[CH2:27][CH2:26][O:25][CH2:24][CH2:23]2)[C:7]2[S:12][C:11]([C:13]3[CH:14]=[C:15]([CH:19]([OH:21])[CH3:20])[CH:16]=[CH:17][CH:18]=3)=[CH:10][C:8]=2[N:9]=1. Given the reactants [BH4-].[Na+].[Cl:3][C:4]1[N:5]=[C:6]([N:22]2[CH2:27][CH2:26][O:25][CH2:24][CH2:23]2)[C:7]2[S:12][C:11]([C:13]3[CH:14]=[C:15]([C:19](=[O:21])[CH3:20])[CH:16]=[CH:17][CH:18]=3)=[CH:10][C:8]=2[N:9]=1, predict the reaction product. (2) Given the reactants [F:1][C:2]([F:7])([F:6])[C:3]([OH:5])=[O:4].Cl[C:9]1[N:10]=[C:11]([NH:33][C:34]2[CH:39]=[CH:38][N:37]=[CH:36][N:35]=2)[C:12]2[N:17]([CH2:18][CH2:19][O:20][CH2:21][C:22]([F:25])([F:24])[F:23])[N:16]=[C:15]([CH2:26][N:27]3[CH2:32][CH2:31][O:30][CH2:29][CH2:28]3)[C:13]=2[N:14]=1.[CH3:40][C@@H:41]1[CH2:46][NH:45][CH2:44][CH2:43][NH:42]1.C(N(CC)C(C)C)(C)C.FC(F)(F)C(O)=O, predict the reaction product. The product is: [F:1][C:2]([F:7])([F:6])[C:3]([OH:5])=[O:4].[CH3:40][C@H:41]1[NH:42][CH2:43][CH2:44][N:45]([C:9]2[N:10]=[C:11]([NH:33][C:34]3[CH:39]=[CH:38][N:37]=[CH:36][N:35]=3)[C:12]3[N:17]([CH2:18][CH2:19][O:20][CH2:21][C:22]([F:25])([F:23])[F:24])[N:16]=[C:15]([CH2:26][N:27]4[CH2:32][CH2:31][O:30][CH2:29][CH2:28]4)[C:13]=3[N:14]=2)[CH2:46]1. (3) Given the reactants Br[C:2]1[CH:9]=[CH:8][C:5]([CH:6]=[O:7])=[C:4]([F:10])[CH:3]=1.CN(C1CCCCC1)C1CCCCC1.[C:25]([O:29][CH3:30])(=[O:28])[CH:26]=[CH2:27], predict the reaction product. The product is: [CH3:30][O:29][C:25](=[O:28])/[CH:26]=[CH:27]/[C:2]1[CH:9]=[CH:8][C:5]([CH:6]=[O:7])=[C:4]([F:10])[CH:3]=1. (4) Given the reactants [N:1]1[CH:6]=[CH:5][CH:4]=[CH:3][C:2]=1[N:7]([CH2:31][CH2:32][C:33]([O:35][CH2:36][CH3:37])=[O:34])[C:8]([C:10]1[CH:30]=[CH:29][C:13]2[N:14]([CH3:28])[C:15]([CH2:17][NH:18][C:19]3[CH:24]=[CH:23][C:22]([C:25](=[NH:27])[NH2:26])=[CH:21][CH:20]=3)=[N:16][C:12]=2[CH:11]=1)=[O:9].[C:38]([OH:43])(=[O:42])[C:39]([OH:41])=[O:40], predict the reaction product. The product is: [C:38]([OH:43])(=[O:42])[C:39]([OH:41])=[O:40].[N:1]1[CH:6]=[CH:5][CH:4]=[CH:3][C:2]=1[N:7]([CH2:31][CH2:32][C:33]([O:35][CH2:36][CH3:37])=[O:34])[C:8]([C:10]1[CH:30]=[CH:29][C:13]2[N:14]([CH3:28])[C:15]([CH2:17][NH:18][C:19]3[CH:24]=[CH:23][C:22]([C:25](=[NH:26])[NH2:27])=[CH:21][CH:20]=3)=[N:16][C:12]=2[CH:11]=1)=[O:9].